Task: Predict the reactants needed to synthesize the given product.. Dataset: Full USPTO retrosynthesis dataset with 1.9M reactions from patents (1976-2016) Given the product [CH2:1]([O:3][C:4]([C:5]1[CH:6]=[C:7]([C:9]2[CH:13]=[CH:12][N:11]([S:14]([C:17]3[CH:22]=[CH:21][C:20]([CH3:23])=[CH:19][CH:18]=3)(=[O:16])=[O:15])[N:10]=2)[N:26]([C:28]2[CH:33]=[N:32][C:31]([O:34][CH3:35])=[CH:30][CH:29]=2)[N:27]=1)=[O:25])[CH3:2], predict the reactants needed to synthesize it. The reactants are: [CH2:1]([O:3][C:4](=[O:25])[C:5](=O)[CH2:6][C:7]([C:9]1[CH:13]=[CH:12][N:11]([S:14]([C:17]2[CH:22]=[CH:21][C:20]([CH3:23])=[CH:19][CH:18]=2)(=[O:16])=[O:15])[N:10]=1)=O)[CH3:2].[NH:26]([C:28]1[CH:29]=[CH:30][C:31]([O:34][CH3:35])=[N:32][CH:33]=1)[NH2:27].C(OCC)(=O)C.C(=O)([O-])O.[Na+].